Predict the product of the given reaction. From a dataset of Forward reaction prediction with 1.9M reactions from USPTO patents (1976-2016). (1) Given the reactants [I:1][C:2]1[CH:3]=[C:4]2[C:9](=[CH:10][CH:11]=1)[O:8][CH2:7][CH2:6][CH:5]2[OH:12].C1C=C[NH+]=CC=1.[O-][Cr](Cl)(=O)=O, predict the reaction product. The product is: [I:1][C:2]1[CH:3]=[C:4]2[C:9](=[CH:10][CH:11]=1)[O:8][CH2:7][CH2:6][C:5]2=[O:12]. (2) Given the reactants [Cl:1][C:2]1[CH:3]=[N:4][C:5]2[N:6]([N:8]=[C:9]([C:11]([OH:13])=O)[CH:10]=2)[CH:7]=1.[CH3:14][O:15][C:16]1[CH:17]=[CH:18][CH:19]=[C:20]2[C:25]=1[N:24]([CH3:26])[NH:23][CH2:22][CH2:21]2, predict the reaction product. The product is: [Cl:1][C:2]1[CH:3]=[N:4][C:5]2[N:6]([N:8]=[C:9]([C:11]([N:23]3[CH2:22][CH2:21][C:20]4[C:25](=[C:16]([O:15][CH3:14])[CH:17]=[CH:18][CH:19]=4)[N:24]3[CH3:26])=[O:13])[CH:10]=2)[CH:7]=1. (3) Given the reactants Br[C:2]1[CH:7]=[CH:6][CH:5]=[CH:4][C:3]=1[C:8]1[CH:13]=[CH:12][CH:11]=[CH:10][CH:9]=1.[NH2:14][C:15]1[CH:20]=[CH:19][CH:18]=[CH:17][C:16]=1[C:21]1[CH:26]=[CH:25][CH:24]=[CH:23][CH:22]=1.CC(C)([O-])C.[Na+], predict the reaction product. The product is: [C:3]1([C:8]2[CH:13]=[CH:12][CH:11]=[CH:10][CH:9]=2)[CH:4]=[CH:5][CH:6]=[CH:7][C:2]=1[NH:14][C:15]1[CH:20]=[CH:19][CH:18]=[CH:17][C:16]=1[C:21]1[CH:22]=[CH:23][CH:24]=[CH:25][CH:26]=1. (4) Given the reactants [Br:1][C:2]1[CH:3]=[C:4]([C:10](=[O:16])/[CH:11]=[CH:12]/[C:13]([OH:15])=[O:14])[CH:5]=[C:6]([Br:9])[C:7]=1[OH:8], predict the reaction product. The product is: [Br:1][C:2]1[CH:3]=[C:4]([C:10](=[O:16])[CH2:11][CH2:12][C:13]([OH:15])=[O:14])[CH:5]=[C:6]([Br:9])[C:7]=1[OH:8]. (5) Given the reactants C([O:8][C:9](=[O:35])[CH2:10][CH2:11]/[CH:12]=[CH:13]/[C:14]1[CH:23]=[CH:22][CH:21]=[C:20]([NH:24][S:25]([C:28]2[CH:33]=[CH:32][CH:31]=[CH:30][C:29]=2[F:34])(=[O:27])=[O:26])[C:15]=1[C:16]([O:18][CH3:19])=[O:17])C1C=CC=CC=1.[Li+].[OH-], predict the reaction product. The product is: [F:34][C:29]1[CH:30]=[CH:31][CH:32]=[CH:33][C:28]=1[S:25]([NH:24][C:20]1[C:15]([C:16]([O:18][CH3:19])=[O:17])=[C:14]([CH2:13][CH2:12][CH2:11][CH2:10][C:9]([OH:35])=[O:8])[CH:23]=[CH:22][CH:21]=1)(=[O:27])=[O:26]. (6) Given the reactants C(OC(=O)[NH:7][CH2:8][CH2:9][CH2:10][NH:11][C:12]([C@H:14]1[C@H:18]([C:19]2[CH:24]=[CH:23][CH:22]=[C:21]([Cl:25])[C:20]=2[F:26])[C@:17]([C:29]2[CH:34]=[CH:33][C:32]([Cl:35])=[CH:31][C:30]=2[F:36])([C:27]#[N:28])[C@H:16]([CH2:37][C:38]([CH3:41])([CH3:40])[CH3:39])[NH:15]1)=[O:13])(C)(C)C, predict the reaction product. The product is: [NH2:7][CH2:8][CH2:9][CH2:10][NH:11][C:12]([CH:14]1[CH:18]([C:19]2[CH:24]=[CH:23][CH:22]=[C:21]([Cl:25])[C:20]=2[F:26])[C:17]([C:29]2[CH:34]=[CH:33][C:32]([Cl:35])=[CH:31][C:30]=2[F:36])([C:27]#[N:28])[CH:16]([CH2:37][C:38]([CH3:41])([CH3:40])[CH3:39])[NH:15]1)=[O:13]. (7) Given the reactants Br[CH2:2][C:3]([C:5]1[CH:10]=[CH:9][C:8]([N:11]2[CH2:16][CH2:15][O:14][CH2:13][CH2:12]2)=[CH:7][CH:6]=1)=[O:4].[CH3:17][NH2:18].[C:19](=[O:30])(OC(C)(C)C)[O:20][C:21]([CH3:24])([CH3:23])[CH3:22], predict the reaction product. The product is: [O:4]=[C:3]([C:5]1[CH:10]=[CH:9][C:8]([N:11]2[CH2:16][CH2:15][O:14][CH2:13][CH2:12]2)=[CH:7][CH:6]=1)[CH2:2][N:18]([CH3:17])[C:19](=[O:30])[O:20][C:21]([CH3:24])([CH3:23])[CH3:22].